This data is from NCI-60 drug combinations with 297,098 pairs across 59 cell lines. The task is: Regression. Given two drug SMILES strings and cell line genomic features, predict the synergy score measuring deviation from expected non-interaction effect. (1) Drug 1: CC1=C(C=C(C=C1)NC2=NC=CC(=N2)N(C)C3=CC4=NN(C(=C4C=C3)C)C)S(=O)(=O)N.Cl. Drug 2: C(CC(=O)O)C(=O)CN.Cl. Cell line: RPMI-8226. Synergy scores: CSS=32.8, Synergy_ZIP=4.83, Synergy_Bliss=0.872, Synergy_Loewe=-5.78, Synergy_HSA=-5.20. (2) Drug 1: CC1C(C(CC(O1)OC2CC(OC(C2O)C)OC3=CC4=CC5=C(C(=O)C(C(C5)C(C(=O)C(C(C)O)O)OC)OC6CC(C(C(O6)C)O)OC7CC(C(C(O7)C)O)OC8CC(C(C(O8)C)O)(C)O)C(=C4C(=C3C)O)O)O)O. Drug 2: C1CCC(C(C1)N)N.C(=O)(C(=O)[O-])[O-].[Pt+4]. Cell line: SF-295. Synergy scores: CSS=69.0, Synergy_ZIP=-5.89, Synergy_Bliss=-4.74, Synergy_Loewe=-4.02, Synergy_HSA=-0.442. (3) Synergy scores: CSS=31.8, Synergy_ZIP=-0.567, Synergy_Bliss=-3.06, Synergy_Loewe=-6.30, Synergy_HSA=-2.69. Drug 2: C1=NC2=C(N=C(N=C2N1C3C(C(C(O3)CO)O)O)F)N. Cell line: OVCAR-5. Drug 1: C1=C(C(=O)NC(=O)N1)F. (4) Drug 1: CC1=C(C=C(C=C1)NC2=NC=CC(=N2)N(C)C3=CC4=NN(C(=C4C=C3)C)C)S(=O)(=O)N.Cl. Drug 2: CC(CN1CC(=O)NC(=O)C1)N2CC(=O)NC(=O)C2. Cell line: NCI-H226. Synergy scores: CSS=16.5, Synergy_ZIP=-1.23, Synergy_Bliss=1.06, Synergy_Loewe=-7.75, Synergy_HSA=2.78. (5) Drug 1: CC1=C(C(CCC1)(C)C)C=CC(=CC=CC(=CC(=O)O)C)C. Drug 2: C1=NC(=NC(=O)N1C2C(C(C(O2)CO)O)O)N. Cell line: HS 578T. Synergy scores: CSS=25.2, Synergy_ZIP=-1.79, Synergy_Bliss=6.40, Synergy_Loewe=6.02, Synergy_HSA=6.56. (6) Drug 1: C1CCC(CC1)NC(=O)N(CCCl)N=O. Drug 2: CC12CCC3C(C1CCC2O)C(CC4=C3C=CC(=C4)O)CCCCCCCCCS(=O)CCCC(C(F)(F)F)(F)F. Cell line: SNB-75. Synergy scores: CSS=20.5, Synergy_ZIP=-7.28, Synergy_Bliss=-3.04, Synergy_Loewe=-1.47, Synergy_HSA=-2.13. (7) Drug 1: C1C(C(OC1N2C=NC3=C(N=C(N=C32)Cl)N)CO)O. Drug 2: COC1=C2C(=CC3=C1OC=C3)C=CC(=O)O2. Cell line: HCT116. Synergy scores: CSS=40.3, Synergy_ZIP=1.95, Synergy_Bliss=0.818, Synergy_Loewe=-4.26, Synergy_HSA=2.08. (8) Drug 1: C1=CC=C(C(=C1)C(C2=CC=C(C=C2)Cl)C(Cl)Cl)Cl. Drug 2: CN1C2=C(C=C(C=C2)N(CCCl)CCCl)N=C1CCCC(=O)O.Cl. Cell line: K-562. Synergy scores: CSS=-5.63, Synergy_ZIP=8.63, Synergy_Bliss=11.2, Synergy_Loewe=-1.67, Synergy_HSA=-2.66. (9) Drug 1: CN(CC1=CN=C2C(=N1)C(=NC(=N2)N)N)C3=CC=C(C=C3)C(=O)NC(CCC(=O)O)C(=O)O. Drug 2: CC1=C(C(CCC1)(C)C)C=CC(=CC=CC(=CC(=O)O)C)C. Cell line: HCC-2998. Synergy scores: CSS=43.3, Synergy_ZIP=1.48, Synergy_Bliss=1.93, Synergy_Loewe=-57.6, Synergy_HSA=-1.18.